Dataset: Reaction yield outcomes from USPTO patents with 853,638 reactions. Task: Predict the reaction yield, written as a fraction of the theoretical maximum amount of product (1.0 means a 100% yield; for example, 0.34 means a 34% yield). The reactants are [Br:1][C:2]1[CH:3]=[C:4](B(O)O)[CH:5]=[C:6]([Br:8])[CH:7]=1.Br[C:13]([C:15]([F:18])([F:17])[F:16])=[CH2:14].C([O-])([O-])=O.[K+].[K+]. The catalyst is C1COCC1.O.Cl[Pd](Cl)([P](C1C=CC=CC=1)(C1C=CC=CC=1)C1C=CC=CC=1)[P](C1C=CC=CC=1)(C1C=CC=CC=1)C1C=CC=CC=1. The product is [Br:1][C:2]1[CH:3]=[C:4]([C:13]([C:15]([F:18])([F:17])[F:16])=[CH2:14])[CH:5]=[C:6]([Br:8])[CH:7]=1. The yield is 0.760.